The task is: Predict the product of the given reaction.. This data is from Forward reaction prediction with 1.9M reactions from USPTO patents (1976-2016). (1) Given the reactants ClC1C=CC(C(NC2C=CC(C)=C(I)C=2)=O)=CN=1.C(N[C@H]1CCNC1)(OC(C)(C)C)=O.[C:32]([O:36][C:37]([N:39]1[CH2:44][CH2:43][N:42]([C:45]2[CH:50]=[CH:49][C:48]([C:51](=[O:61])[NH:52][C:53]3[CH:58]=[CH:57][C:56]([CH3:59])=[C:55]([I:60])[CH:54]=3)=[CH:47][N:46]=2)[CH2:41][CH2:40]1)=[O:38])([CH3:35])([CH3:34])[CH3:33], predict the reaction product. The product is: [C:32]([O:36][C:37](=[O:38])[NH:39][C@H:40]1[CH2:44][CH2:43][N:42]([C:45]2[CH:50]=[CH:49][C:48]([C:51](=[O:61])[NH:52][C:53]3[CH:58]=[CH:57][C:56]([CH3:59])=[C:55]([I:60])[CH:54]=3)=[CH:47][N:46]=2)[CH2:41]1)([CH3:35])([CH3:34])[CH3:33]. (2) The product is: [ClH:1].[Cl:1][C:2]1[CH:7]=[CH:6][C:5]([C:8]2[C:16]3[C:11](=[CH:12][C:13]([O:17][CH2:18][CH2:19][N:20]4[CH2:21][CH2:22][N:23]([S:26]([CH3:29])(=[O:28])=[O:27])[CH2:24][CH2:25]4)=[CH:14][CH:15]=3)[C:10](=[O:30])[C:9]=2[C:31]2[CH:36]=[N:35][CH:34]=[N:33][CH:32]=2)=[CH:4][CH:3]=1. Given the reactants [Cl:1][C:2]1[CH:7]=[CH:6][C:5]([C:8]2[C:16]3[C:11](=[CH:12][C:13]([O:17][CH2:18][CH2:19][N:20]4[CH2:25][CH2:24][N:23]([S:26]([CH3:29])(=[O:28])=[O:27])[CH2:22][CH2:21]4)=[CH:14][CH:15]=3)[C:10](=[O:30])[C:9]=2[C:31]2[CH:32]=[N:33][CH:34]=[N:35][CH:36]=2)=[CH:4][CH:3]=1.O1CCN(CCOC2C=C3C(C(C4C=CC=CC=4)=C(C4C=NC=CC=4)C3=O)=CC=2)CC1, predict the reaction product. (3) Given the reactants [CH2:1](Br)[C:2]1[CH:7]=[CH:6][CH:5]=[CH:4][CH:3]=1.[Br:9][C:10]1[C:11]([O:21][CH3:22])=[C:12]([C:16]([O:19][CH3:20])=[CH:17][CH:18]=1)[C:13]([OH:15])=[O:14].C([O-])([O-])=O.[K+].[K+], predict the reaction product. The product is: [Br:9][C:10]1[C:11]([O:21][CH3:22])=[C:12]([C:16]([O:19][CH3:20])=[CH:17][CH:18]=1)[C:13]([O:15][CH2:1][C:2]1[CH:7]=[CH:6][CH:5]=[CH:4][CH:3]=1)=[O:14]. (4) Given the reactants [CH:1]1([C:6]2[C:7]([O:23]S(C3C=CC(C)=CC=3)(=O)=O)=[N:8][N:9]3[C:14]=2[C:13]([CH3:15])=[N:12][N:11]=[C:10]3[C:16]2[CH:21]=[CH:20][CH:19]=[CH:18][C:17]=2[F:22])[CH2:5][CH2:4][CH2:3][CH2:2]1.[CH3:34][N:35]1[C:39]([CH2:40]O)=[N:38][CH:37]=[N:36]1.[H-].[Na+].O, predict the reaction product. The product is: [CH:1]1([C:6]2[C:7]([O:23][CH2:40][C:39]3[N:35]([CH3:34])[N:36]=[CH:37][N:38]=3)=[N:8][N:9]3[C:14]=2[C:13]([CH3:15])=[N:12][N:11]=[C:10]3[C:16]2[CH:21]=[CH:20][CH:19]=[CH:18][C:17]=2[F:22])[CH2:2][CH2:3][CH2:4][CH2:5]1. (5) Given the reactants C(O[CH:4]=[CH:5][C:6](=O)[C:7]([F:10])([F:9])[F:8])C.C([O-])(=O)C.[Na+].C(O)C.Cl.[C:21]([NH:25][NH2:26])([CH3:24])([CH3:23])[CH3:22], predict the reaction product. The product is: [C:21]([N:25]1[CH:4]=[CH:5][C:6]([C:7]([F:8])([F:9])[F:10])=[N:26]1)([CH3:24])([CH3:23])[CH3:22]. (6) The product is: [F:9][C:5]1[C:4]([NH:10][C:11]2[CH:16]=[CH:15][C:14]([I:17])=[CH:13][C:12]=2[F:18])=[C:3]([NH:19][S:31]([C:28]2([CH2:25][CH:26]=[CH2:27])[CH2:30][CH2:29]2)(=[O:33])=[O:32])[C:2]([F:1])=[CH:7][C:6]=1[F:8]. Given the reactants [F:1][C:2]1[CH:7]=[C:6]([F:8])[C:5]([F:9])=[C:4]([NH:10][C:11]2[CH:16]=[CH:15][C:14]([I:17])=[CH:13][C:12]=2[F:18])[C:3]=1[NH2:19].S(Cl)(Cl)(=O)=O.[CH2:25]([C:28]1([S:31](Cl)(=[O:33])=[O:32])[CH2:30][CH2:29]1)[CH:26]=[CH2:27], predict the reaction product. (7) Given the reactants [CH2:1]([O:5][C:6]1[CH:11]=[CH:10][C:9]([N+:12]([O-:14])=[O:13])=[CH:8][CH:7]=1)[CH2:2][CH:3]=[CH2:4].[CH3:15][SiH:16]([CH3:29])[O:17][Si:18]([CH3:28])([CH3:27])[O:19][Si:20]([CH3:26])([CH3:25])[O:21][SiH:22]([CH3:24])[CH3:23].[C:30]1(C)[C:31](C)=[CH:32][CH:33]=[CH:34][CH:35]=1, predict the reaction product. The product is: [N+:12]([C:9]1[CH:10]=[CH:11][C:6]([O:5][CH2:1][CH2:2][CH2:3][CH2:4][Si:22]([CH3:23])([CH3:24])[O:21][Si:20]([CH3:25])([CH3:26])[O:19][Si:18]([CH3:27])([CH3:28])[O:17][Si:16]([CH2:4][CH2:3][CH2:2][CH2:1][O:5][C:34]2[CH:33]=[CH:32][C:31]([N+:12]([O-:14])=[O:13])=[CH:30][CH:35]=2)([CH3:29])[CH3:15])=[CH:7][CH:8]=1)([O-:14])=[O:13]. (8) Given the reactants [NH2:1][CH2:2][C:3]1[S:7][C:6]([C:8]2[CH:13]=[CH:12][C:11]([OH:14])=[CH:10][CH:9]=2)=[N:5][N:4]=1.[OH:15][CH:16]([CH2:20][CH2:21][CH2:22][CH2:23][CH2:24][CH2:25][C:26]1[CH:31]=[CH:30][CH:29]=[CH:28][CH:27]=1)[C:17](O)=[O:18].C1C=CC2N(O)N=NC=2C=1.Cl.CN(C)CCCN=C=NCC.CCN(C(C)C)C(C)C, predict the reaction product. The product is: [OH:15][CH:16]([CH2:20][CH2:21][CH2:22][CH2:23][CH2:24][CH2:25][C:26]1[CH:27]=[CH:28][CH:29]=[CH:30][CH:31]=1)[C:17]([NH:1][CH2:2][C:3]1[S:7][C:6]([C:8]2[CH:13]=[CH:12][C:11]([OH:14])=[CH:10][CH:9]=2)=[N:5][N:4]=1)=[O:18].